This data is from Forward reaction prediction with 1.9M reactions from USPTO patents (1976-2016). The task is: Predict the product of the given reaction. (1) Given the reactants Br[C:2]1[CH:3]=[C:4]([C:8]2([CH3:15])[NH:13][C:12](=[O:14])[CH2:11][O:10][CH2:9]2)[CH:5]=[CH:6][CH:7]=1.[I-:16].CN[C@@H]1CCCC[C@H]1NC.[I-].[Na+], predict the reaction product. The product is: [I:16][C:2]1[CH:3]=[C:4]([C:8]2([CH3:15])[NH:13][C:12](=[O:14])[CH2:11][O:10][CH2:9]2)[CH:5]=[CH:6][CH:7]=1. (2) The product is: [Cl:10][C:11]1[CH:12]=[C:13]([C:18]2[CH:19]=[CH:20][C:21](/[CH:24]=[CH:25]/[CH2:26][OH:27])=[CH:22][CH:23]=2)[CH:14]=[C:15]([Cl:17])[CH:16]=1. Given the reactants CC(C[AlH]CC(C)C)C.[Cl:10][C:11]1[CH:12]=[C:13]([C:18]2[CH:23]=[CH:22][C:21](/[CH:24]=[CH:25]/[C:26](OCC)=[O:27])=[CH:20][CH:19]=2)[CH:14]=[C:15]([Cl:17])[CH:16]=1, predict the reaction product. (3) Given the reactants [OH:1][C:2]1[CH:11]=[CH:10][C:5]([C:6]([NH:8][NH2:9])=[O:7])=[CH:4][CH:3]=1.[C:12]1([CH3:20])[CH:17]=[CH:16][C:15]([CH:18]=O)=[CH:14][CH:13]=1, predict the reaction product. The product is: [CH3:20][C:12]1[CH:17]=[CH:16][C:15]([CH:18]=[N:9][NH:8][C:6](=[O:7])[C:5]2[CH:10]=[CH:11][C:2]([OH:1])=[CH:3][CH:4]=2)=[CH:14][CH:13]=1. (4) The product is: [C:2]([N:6]1[CH:12]=[C:9]2[O:17][C:18]3([CH2:13][C:15](=[O:16])[C:10]2=[N:7]1)[CH2:19][CH2:20][N:21]([C:24]([O:26][C:27]([CH3:30])([CH3:29])[CH3:28])=[O:25])[CH2:22][CH2:23]3)([CH3:5])([CH3:4])[CH3:3]. Given the reactants Cl.[C:2]([NH:6][NH2:7])([CH3:5])([CH3:4])[CH3:3].O=[C:9]([CH3:12])[CH:10]=O.[CH:13]([CH:15]=[O:16])=O.[O:17]=[C:18]1[CH2:23][CH2:22][N:21]([C:24]([O:26][C:27]([CH3:30])([CH3:29])[CH3:28])=[O:25])[CH2:20][CH2:19]1.N1CCCC1.Cl, predict the reaction product. (5) Given the reactants [C:1]([NH2:7])(=[O:6])[C:2]([CH3:5])([CH3:4])[CH3:3].F[B-](F)(F)F.[CH2:13]([O+](CC)CC)C.N.Cl.C[O:23][C:24](=[O:29])[C@H:25]([CH2:27]O)N.ClC(Cl)C, predict the reaction product. The product is: [C:2]([C:1]1[O:6][CH2:13][CH:27]([CH2:25][C:24]([OH:23])=[O:29])[N:7]=1)([CH3:5])([CH3:4])[CH3:3]. (6) Given the reactants [CH3:1][C:2]1([CH3:10])[O:9][C:7](=[O:8])[CH2:6][C:4](=[O:5])[O:3]1.C(N(CC)CC)C.[C:18](Cl)(=[O:28])[CH2:19][CH2:20][CH2:21][CH2:22][CH2:23][CH2:24][CH2:25][CH2:26][CH3:27], predict the reaction product. The product is: [C:18]([CH:6]1[C:7](=[O:8])[O:9][C:2]([CH3:10])([CH3:1])[O:3][C:4]1=[O:5])(=[O:28])[CH2:19][CH2:20][CH2:21][CH2:22][CH2:23][CH2:24][CH2:25][CH2:26][CH3:27]. (7) Given the reactants [S:1](Cl)(Cl)=[O:2].[OH:5][C@@H:6]([CH3:17])[CH2:7][CH2:8][NH:9][C:10](=[O:16])[O:11][C:12]([CH3:15])([CH3:14])[CH3:13].N1C=CC=CC=1.CCOC(C)=O, predict the reaction product. The product is: [CH3:17][C@@H:6]1[O:5][S:1](=[O:2])[N:9]([C:10]([O:11][C:12]([CH3:13])([CH3:15])[CH3:14])=[O:16])[CH2:8][CH2:7]1. (8) Given the reactants [CH2:1]([O:5][C:6]1[CH:11]=[CH:10][C:9]([CH2:12][C@H:13]([NH:18][C:19]([C@H:21]([C@@:39]([OH:47])([CH2:43][C:44]([OH:46])=[O:45])[C:40]([OH:42])=[O:41])/[CH:22]=[CH:23]/[CH2:24][CH2:25][CH2:26][CH2:27][CH2:28][CH2:29][C:30](=[O:38])[CH2:31][CH2:32][CH2:33][CH2:34][CH2:35][CH2:36][CH3:37])=[O:20])[C:14]([O:16][CH3:17])=[O:15])=[CH:8][CH:7]=1)[C:2]#[C:3][CH3:4].[BH4-].[Na+], predict the reaction product. The product is: [CH2:1]([O:5][C:6]1[CH:11]=[CH:10][C:9]([CH2:12][C@H:13]([NH:18][C:19]([C@H:21]([C@@:39]([OH:47])([CH2:43][C:44]([OH:46])=[O:45])[C:40]([OH:42])=[O:41])/[CH:22]=[CH:23]/[CH2:24][CH2:25][CH2:26][CH2:27][CH2:28][CH2:29][CH:30]([OH:38])[CH2:31][CH2:32][CH2:33][CH2:34][CH2:35][CH2:36][CH3:37])=[O:20])[C:14]([O:16][CH3:17])=[O:15])=[CH:8][CH:7]=1)[C:2]#[C:3][CH3:4]. (9) The product is: [Cl:1][C:2]1[CH:3]=[C:4]([CH:5]=[CH:6][C:7]=1[Cl:8])[O:9][C:11]1[CH:18]=[CH:17][C:14]([C:15]([NH2:16])=[O:22])=[CH:13][C:12]=1[O:19][CH3:20]. Given the reactants [Cl:1][C:2]1[CH:3]=[C:4]([OH:9])[CH:5]=[CH:6][C:7]=1[Cl:8].F[C:11]1[CH:18]=[CH:17][C:14]([C:15]#[N:16])=[CH:13][C:12]=1[O:19][CH3:20].C(=O)([O-])[O-:22].[Cs+].[Cs+].[OH-].[Na+], predict the reaction product. (10) Given the reactants [Br:1][C:2]1[CH:9]=[CH:8][C:5]([CH2:6]Br)=[CH:4][CH:3]=1.Cl.[F:11][CH2:12][CH2:13][CH2:14][NH2:15].C(N(C(C)C)CC)(C)C.C(=O)(O)[O-].[Na+].[O:30](C(OC(C)(C)C)=O)[C:31]([O:33][C:34]([CH3:37])([CH3:36])[CH3:35])=O, predict the reaction product. The product is: [C:34]([O:33][C:31](=[O:30])[N:15]([CH2:6][C:5]1[CH:8]=[CH:9][C:2]([Br:1])=[CH:3][CH:4]=1)[CH2:14][CH2:13][CH2:12][F:11])([CH3:37])([CH3:36])[CH3:35].